This data is from Forward reaction prediction with 1.9M reactions from USPTO patents (1976-2016). The task is: Predict the product of the given reaction. (1) Given the reactants C1(C2C(O[C@@H]3CCCN(CC4C=CC(Cl)=C(Cl)C=4)C3)=CC(F)=C(C=2)C(O)=O)CC1.[Cl:30][C:31]1[CH:58]=[C:57]([F:59])[CH:56]=[CH:55][C:32]=1[CH2:33][N:34]1[C@H:39]([CH3:40])[CH2:38][CH2:37][C@@H:36]([O:41][C:42]2[C:50]([CH:51]3[CH2:53][CH2:52]3)=[CH:49][C:45]([C:46]([OH:48])=O)=[C:44]([F:54])[CH:43]=2)[CH2:35]1.CS(N)(=O)=O.[CH:65]1([S:68]([NH2:71])(=[O:70])=[O:69])[CH2:67][CH2:66]1, predict the reaction product. The product is: [Cl:30][C:31]1[CH:58]=[C:57]([F:59])[CH:56]=[CH:55][C:32]=1[CH2:33][N:34]1[C@H:39]([CH3:40])[CH2:38][CH2:37][C@@H:36]([O:41][C:42]2[C:50]([CH:51]3[CH2:52][CH2:53]3)=[CH:49][C:45]([C:46]([NH:71][S:68]([CH:65]3[CH2:67][CH2:66]3)(=[O:70])=[O:69])=[O:48])=[C:44]([F:54])[CH:43]=2)[CH2:35]1. (2) Given the reactants C([O:5][N:6]=[C:7]1[C:16]2[C:11](=[CH:12][CH:13]=[C:14]([O:17][CH2:18][CH2:19][CH2:20][Cl:21])[CH:15]=2)[O:10][C:9]([C:22]2[N:27]=[CH:26][N:25]3[CH:28]=[CH:29][CH:30]=[C:24]3[CH:23]=2)=[CH:8]1)(C)(C)C.[NH:31]1[CH2:36][CH2:35][O:34][CH2:33][CH2:32]1, predict the reaction product. The product is: [ClH:21].[N:31]1([CH2:20][CH2:19][CH2:18][O:17][C:14]2[CH:15]=[C:16]3[C:11](=[CH:12][CH:13]=2)[O:10][C:9]([C:22]2[N:27]=[CH:26][N:25]4[CH:28]=[CH:29][CH:30]=[C:24]4[CH:23]=2)=[CH:8][C:7]3=[N:6][OH:5])[CH2:36][CH2:35][O:34][CH2:33][CH2:32]1.